From a dataset of Reaction yield outcomes from USPTO patents with 853,638 reactions. Predict the reaction yield, written as a fraction of the theoretical maximum amount of product (1.0 means a 100% yield; for example, 0.34 means a 34% yield). The reactants are [Cl:1][C:2]1[N:7]=[C:6]2[N:8]([C:13]3[CH:18]=[CH:17][C:16]([CH2:19][CH2:20][N:21]=[N+]=[N-])=[CH:15][CH:14]=3)[C:9]([CH2:11][CH3:12])=[N:10][C:5]2=[C:4]([CH3:24])[CH:3]=1.C1(P(C2C=CC=CC=2)C2C=CC=CC=2)C=CC=CC=1.O. The catalyst is C1COCC1. The product is [Cl:1][C:2]1[N:7]=[C:6]2[N:8]([C:13]3[CH:18]=[CH:17][C:16]([CH2:19][CH2:20][NH2:21])=[CH:15][CH:14]=3)[C:9]([CH2:11][CH3:12])=[N:10][C:5]2=[C:4]([CH3:24])[CH:3]=1. The yield is 0.250.